From a dataset of CYP1A2 inhibition data for predicting drug metabolism from PubChem BioAssay. Regression/Classification. Given a drug SMILES string, predict its absorption, distribution, metabolism, or excretion properties. Task type varies by dataset: regression for continuous measurements (e.g., permeability, clearance, half-life) or binary classification for categorical outcomes (e.g., BBB penetration, CYP inhibition). Dataset: cyp1a2_veith. (1) The molecule is NC1(P(=O)(O)O)CCCCC1. The result is 0 (non-inhibitor). (2) The result is 1 (inhibitor). The compound is CC(=O)c1cc(C)ccc1OC(=O)CCN1C(=O)C2C3c4ccccc4C(c4ccccc43)C2C1=O. (3) The drug is CC(=O)O[C@]1(C(C)=O)CC[C@@H]2[C@@H]3C=C(C)C4=CC(=O)CC[C@@]4(C)[C@H]3CC[C@]21C. The result is 0 (non-inhibitor).